From a dataset of Forward reaction prediction with 1.9M reactions from USPTO patents (1976-2016). Predict the product of the given reaction. (1) Given the reactants [C:1]1(=[O:20])[C:9]2[C:4](=[CH:5][C:6]([C:10]#[C:11][CH2:12][O:13][CH:14]3[CH2:19][CH2:18][CH2:17][CH2:16][O:15]3)=[CH:7][CH:8]=2)[CH2:3][CH2:2]1, predict the reaction product. The product is: [C:1]1(=[O:20])[C:9]2[C:4](=[CH:5][C:6]([CH2:10][CH2:11][CH2:12][O:13][CH:14]3[CH2:19][CH2:18][CH2:17][CH2:16][O:15]3)=[CH:7][CH:8]=2)[CH2:3][CH2:2]1. (2) Given the reactants [Li+].CC([N-][CH:6]([CH3:8])[CH3:7])C.[C:9]([O:14][CH2:15][CH3:16])(=[O:13])C(C)C.[CH2:17](Br)[C:18]#[CH:19].OS([O-])(=O)=O.[K+], predict the reaction product. The product is: [CH2:15]([O:14][C:9](=[O:13])[C:6]([CH3:7])([CH3:8])[CH2:19][C:18]#[CH:17])[CH3:16]. (3) Given the reactants Br[C:2]1[CH:7]=[CH:6][C:5]([Br:8])=[CH:4][CH:3]=1.C([Li])CCC.CON(C)[C:17]([CH:19]1[CH2:24][CH2:23][N:22]([C:25]2[N:30]=[CH:29][CH:28]=[CH:27][N:26]=2)[CH2:21][CH2:20]1)=[O:18].C(Cl)Cl, predict the reaction product. The product is: [Br:8][C:5]1[CH:6]=[CH:7][C:2]([C:17]([CH:19]2[CH2:20][CH2:21][N:22]([C:25]3[N:26]=[CH:27][CH:28]=[CH:29][N:30]=3)[CH2:23][CH2:24]2)=[O:18])=[CH:3][CH:4]=1. (4) Given the reactants [CH:1]([C:3]1([NH:8][C:9](=[O:15])[O:10][C:11]([CH3:14])([CH3:13])[CH3:12])[CH2:7][CH2:6][CH2:5][CH2:4]1)=O.[O:16]([C:18]1[CH:25]=[C:24]([O:26][CH3:27])[CH:23]=[CH:22][C:19]=1[CH2:20][NH2:21])[CH3:17].C(O[BH-](OC(=O)C)OC(=O)C)(=O)C.[Na+].C([O-])(O)=O.[Na+].[Na+].[Cl-], predict the reaction product. The product is: [CH3:17][O:16][C:18]1[CH:25]=[C:24]([O:26][CH3:27])[CH:23]=[CH:22][C:19]=1[CH2:20][NH:21][CH2:1][C:3]1([NH:8][C:9](=[O:15])[O:10][C:11]([CH3:14])([CH3:13])[CH3:12])[CH2:7][CH2:6][CH2:5][CH2:4]1. (5) Given the reactants [OH:1][CH2:2][CH:3]([N:5]1[CH:10]=[C:9]([C:11]2[S:12][CH:13]=[CH:14][CH:15]=2)[CH:8]=[CH:7][C:6]1=[O:16])[CH3:4].I[C:18]1[C:27]2[C:22](=[CH:23][C:24]([O:28][CH3:29])=[CH:25][CH:26]=2)[N:21]=[CH:20][CH:19]=1.C(=O)([O-])[O-].[Cs+].[Cs+].N1C2C(=CC=C3C=2N=CC=C3)C=CC=1, predict the reaction product. The product is: [CH3:29][O:28][C:24]1[CH:23]=[C:22]2[C:27]([C:18]([O:1][CH2:2][CH:3]([N:5]3[CH:10]=[C:9]([C:11]4[S:12][CH:13]=[CH:14][CH:15]=4)[CH:8]=[CH:7][C:6]3=[O:16])[CH3:4])=[CH:19][CH:20]=[N:21]2)=[CH:26][CH:25]=1.